From a dataset of Reaction yield outcomes from USPTO patents with 853,638 reactions. Predict the reaction yield, written as a fraction of the theoretical maximum amount of product (1.0 means a 100% yield; for example, 0.34 means a 34% yield). (1) The reactants are FC(F)(F)S(O[C:7]1[C:8]2[CH2:28][N:27]([C:29](=[O:31])[CH3:30])[CH2:26][CH2:25][C:9]=2[N:10]=[C:11]([NH:13][C:14]2[CH:19]=[CH:18][C:17]([C:20]3[O:24][CH:23]=[N:22][CH:21]=3)=[CH:16][CH:15]=2)[N:12]=1)(=O)=O.C(O[C:38](=[O:40])[CH3:39])(=O)C. The catalyst is ClCCl.C1COCC1. The product is [OH:40][CH2:38][CH2:39][N:13]([C:14]1[CH:19]=[CH:18][CH:17]=[CH:16][CH:15]=1)[C:7]1[C:8]2[CH2:28][N:27]([C:29](=[O:31])[CH3:30])[CH2:26][CH2:25][C:9]=2[N:10]=[C:11]([NH:13][C:14]2[CH:19]=[CH:18][C:17]([C:20]3[O:24][CH:23]=[N:22][CH:21]=3)=[CH:16][CH:15]=2)[N:12]=1. The yield is 0.179. (2) The reactants are [CH2:1]([N:5]1[C:9](=[O:10])[C:8](Cl)=[C:7]([C:12]2[CH:17]=[CH:16][CH:15]=[CH:14][CH:13]=2)[S:6]1(=[O:19])=[O:18])[CH2:2][CH2:3][CH3:4].[NH2:20][C:21]1[N:25]=[CH:24][NH:23][N:22]=1. The catalyst is CN(C=O)C. The product is [CH2:1]([N:5]1[C:9](=[O:10])[C:8]([NH:20][C:21]2[N:25]=[CH:24][NH:23][N:22]=2)=[C:7]([C:12]2[CH:17]=[CH:16][CH:15]=[CH:14][CH:13]=2)[S:6]1(=[O:19])=[O:18])[CH2:2][CH2:3][CH3:4]. The yield is 0.0220. (3) The reactants are [C:1]1([C:7]2[CH:8]=[C:9]([OH:33])[C:10]([NH:13]C(C3C=CC=CC=3)(C3C=CC=CC=3)C3C=CC=CC=3)=[N:11][CH:12]=2)[CH:6]=[CH:5][CH:4]=[CH:3][CH:2]=1.C([O-])([O-])=O.[Cs+].[Cs+].[CH3:40][O:41][C:42]1[CH:43]=[C:44]([CH:47]=[CH:48][CH:49]=1)[CH2:45]Br. The catalyst is C1COCC1.ClCCl. The product is [CH3:40][O:41][C:42]1[CH:43]=[C:44]([CH:47]=[CH:48][CH:49]=1)[CH2:45][O:33][C:9]1[C:10]([NH2:13])=[N:11][CH:12]=[C:7]([C:1]2[CH:2]=[CH:3][CH:4]=[CH:5][CH:6]=2)[CH:8]=1. The yield is 0.600. (4) The reactants are [C:1]1([C:7]([C:9]2[CH:17]=[C:16]3[C:12]([C:13]([CH:26]=[CH:27][C:28]4[CH:33]=[CH:32][CH:31]=[CH:30][CH:29]=4)=[N:14][N:15]3COCC[Si](C)(C)C)=[CH:11][CH:10]=2)=[CH2:8])[CH:6]=[CH:5][CH:4]=[CH:3][CH:2]=1.[F-].C([N+](CCCC)(CCCC)CCCC)CCC.C(=O)(O)[O-].[Na+]. The catalyst is C1COCC1. The product is [C:1]1([C:7]([C:9]2[CH:17]=[C:16]3[C:12]([C:13]([CH:26]=[CH:27][C:28]4[CH:29]=[CH:30][CH:31]=[CH:32][CH:33]=4)=[N:14][NH:15]3)=[CH:11][CH:10]=2)=[CH2:8])[CH:2]=[CH:3][CH:4]=[CH:5][CH:6]=1. The yield is 0.400. (5) The reactants are [Cl:1][C:2]1[N:3]=[C:4]([C:9]([NH:11][C@H:12]2[CH2:17][CH2:16][N:15]([C:18]3[S:19][C:20]([C:25]([O:27][CH2:28][CH3:29])=[O:26])=[C:21]([CH:23]=O)[N:22]=3)[CH2:14][C@H:13]2[O:30][CH3:31])=[O:10])[NH:5][C:6]=1[CH2:7][CH3:8].Cl.[CH3:33][O:34][NH2:35]. The yield is 1.00. The catalyst is N1C=CC=CC=1. The product is [Cl:1][C:2]1[N:3]=[C:4]([C:9]([NH:11][C@H:12]2[CH2:17][CH2:16][N:15]([C:18]3[S:19][C:20]([C:25]([O:27][CH2:28][CH3:29])=[O:26])=[C:21]([CH:23]=[N:35][O:34][CH3:33])[N:22]=3)[CH2:14][C@H:13]2[O:30][CH3:31])=[O:10])[NH:5][C:6]=1[CH2:7][CH3:8]. (6) The reactants are [C:1]([CH2:3][N:4]1[CH2:8][CH2:7][N:6]([CH2:9][C:10]#[N:11])[CH:5]1[C:12]1[CH:17]=[CH:16][CH:15]=[CH:14][CH:13]=1)#[N:2].[CH2:18]1[CH2:22]O[CH2:20][CH2:19]1. No catalyst specified. The product is [CH:20](=[N:11][CH2:10][CH2:9][N:6]1[CH2:7][CH2:8][N:4]([CH2:3][CH2:1][N:2]=[CH:22][C:18]2[CH:16]=[CH:15][CH:14]=[CH:20][CH:19]=2)[CH:5]1[C:12]1[CH:17]=[CH:16][CH:15]=[CH:14][CH:13]=1)[C:19]1[CH:13]=[CH:12][CH:5]=[CH:22][CH:18]=1. The yield is 0.848. (7) The reactants are C(O)(=O)C(O)=O.[C:7]([O:11][C:12]([N:14]1[CH2:20][C:16]2([NH:19][CH2:18][CH2:17]2)[CH2:15]1)=[O:13])([CH3:10])([CH3:9])[CH3:8].[Cl:21][C:22]1[CH:27]=[C:26]([Cl:28])[CH:25]=[CH:24][C:23]=1[CH2:29][N:30]=[C:31]=[O:32].C(N(CC)CC)C. The catalyst is C(#N)C. The product is [Cl:21][C:22]1[CH:27]=[C:26]([Cl:28])[CH:25]=[CH:24][C:23]=1[CH2:29][NH:30][C:31]([N:19]1[C:16]2([CH2:15][N:14]([C:12]([O:11][C:7]([CH3:10])([CH3:8])[CH3:9])=[O:13])[CH2:20]2)[CH2:17][CH2:18]1)=[O:32]. The yield is 0.650. (8) The reactants are [CH2:1]([C:8]1[CH:9]=[N:10][CH:11]=[CH:12][CH:13]=1)[C:2]1[CH:7]=[CH:6][CH:5]=[CH:4][CH:3]=1.[ClH:14]. The catalyst is CO.O=[Pt]=O. The product is [ClH:14].[CH2:1]([CH:8]1[CH2:13][CH2:12][CH2:11][NH:10][CH2:9]1)[C:2]1[CH:7]=[CH:6][CH:5]=[CH:4][CH:3]=1. The yield is 0.680. (9) The reactants are [SH:1][C:2]1[CH:10]=[CH:9][C:8]([C:11]2[CH:12]=[CH:13][C:14]3[C:19]([CH:20]=2)=[CH:18][CH:17]=[CH:16][CH:15]=3)=[CH:7][C:3]=1[C:4](O)=O.[NH2:21][C:22]1[CH:27]=[CH:26][CH:25]=[CH:24][C:23]=1[SH:28]. No catalyst specified. The product is [S:28]1[C:23]2[CH:24]=[CH:25][CH:26]=[CH:27][C:22]=2[N:21]=[C:4]1[C:3]1[CH:7]=[C:8]([C:11]2[CH:12]=[CH:13][C:14]3[C:19]([CH:20]=2)=[CH:18][CH:17]=[CH:16][CH:15]=3)[CH:9]=[CH:10][C:2]=1[SH:1]. The yield is 0.530. (10) The reactants are [N+:1]([C:4]1[C:5]([C:14]#[N:15])=[N:6][CH:7]=[C:8]([C:10]([F:13])([F:12])[F:11])[CH:9]=1)([O-:3])=[O:2].S(=O)(=O)(O)[OH:17]. No catalyst specified. The product is [N+:1]([C:4]1[C:5]([C:14]([NH2:15])=[O:17])=[N:6][CH:7]=[C:8]([C:10]([F:13])([F:11])[F:12])[CH:9]=1)([O-:3])=[O:2]. The yield is 0.860.